From a dataset of NCI-60 drug combinations with 297,098 pairs across 59 cell lines. Regression. Given two drug SMILES strings and cell line genomic features, predict the synergy score measuring deviation from expected non-interaction effect. (1) Drug 1: CC1=C(C(=CC=C1)Cl)NC(=O)C2=CN=C(S2)NC3=CC(=NC(=N3)C)N4CCN(CC4)CCO. Drug 2: C1CC(=O)NC(=O)C1N2C(=O)C3=CC=CC=C3C2=O. Cell line: SR. Synergy scores: CSS=6.35, Synergy_ZIP=-0.609, Synergy_Bliss=-8.73, Synergy_Loewe=-3.41, Synergy_HSA=-3.33. (2) Drug 1: CCC1(CC2CC(C3=C(CCN(C2)C1)C4=CC=CC=C4N3)(C5=C(C=C6C(=C5)C78CCN9C7C(C=CC9)(C(C(C8N6C)(C(=O)OC)O)OC(=O)C)CC)OC)C(=O)OC)O.OS(=O)(=O)O. Drug 2: CC1C(C(CC(O1)OC2CC(CC3=C2C(=C4C(=C3O)C(=O)C5=CC=CC=C5C4=O)O)(C(=O)C)O)N)O. Cell line: MDA-MB-231. Synergy scores: CSS=56.1, Synergy_ZIP=-5.28, Synergy_Bliss=-2.90, Synergy_Loewe=-1.33, Synergy_HSA=0.747. (3) Drug 1: C1=C(C(=O)NC(=O)N1)F. Drug 2: CN(CCCl)CCCl.Cl. Cell line: NCIH23. Synergy scores: CSS=40.4, Synergy_ZIP=-15.9, Synergy_Bliss=-13.3, Synergy_Loewe=-8.47, Synergy_HSA=-7.36. (4) Drug 1: CC12CCC(CC1=CCC3C2CCC4(C3CC=C4C5=CN=CC=C5)C)O. Drug 2: CCC(=C(C1=CC=CC=C1)C2=CC=C(C=C2)OCCN(C)C)C3=CC=CC=C3.C(C(=O)O)C(CC(=O)O)(C(=O)O)O. Cell line: SF-268. Synergy scores: CSS=0.324, Synergy_ZIP=2.54, Synergy_Bliss=4.82, Synergy_Loewe=-2.60, Synergy_HSA=-0.0727. (5) Synergy scores: CSS=38.2, Synergy_ZIP=-4.56, Synergy_Bliss=-0.827, Synergy_Loewe=3.19, Synergy_HSA=2.30. Cell line: 786-0. Drug 2: CC1C(C(CC(O1)OC2CC(CC3=C2C(=C4C(=C3O)C(=O)C5=C(C4=O)C(=CC=C5)OC)O)(C(=O)CO)O)N)O.Cl. Drug 1: CC1=C2C(C(=O)C3(C(CC4C(C3C(C(C2(C)C)(CC1OC(=O)C(C(C5=CC=CC=C5)NC(=O)OC(C)(C)C)O)O)OC(=O)C6=CC=CC=C6)(CO4)OC(=O)C)O)C)O. (6) Drug 1: CC1C(C(CC(O1)OC2CC(OC(C2O)C)OC3=CC4=CC5=C(C(=O)C(C(C5)C(C(=O)C(C(C)O)O)OC)OC6CC(C(C(O6)C)O)OC7CC(C(C(O7)C)O)OC8CC(C(C(O8)C)O)(C)O)C(=C4C(=C3C)O)O)O)O. Drug 2: CC(C)(C#N)C1=CC(=CC(=C1)CN2C=NC=N2)C(C)(C)C#N. Cell line: OVCAR-5. Synergy scores: CSS=52.0, Synergy_ZIP=2.28, Synergy_Bliss=4.00, Synergy_Loewe=2.77, Synergy_HSA=2.72. (7) Drug 1: CCC(=C(C1=CC=CC=C1)C2=CC=C(C=C2)OCCN(C)C)C3=CC=CC=C3.C(C(=O)O)C(CC(=O)O)(C(=O)O)O. Drug 2: CN1C2=C(C=C(C=C2)N(CCCl)CCCl)N=C1CCCC(=O)O.Cl. Cell line: SW-620. Synergy scores: CSS=3.67, Synergy_ZIP=-1.43, Synergy_Bliss=-1.19, Synergy_Loewe=0.804, Synergy_HSA=-1.32. (8) Drug 1: C#CCC(CC1=CN=C2C(=N1)C(=NC(=N2)N)N)C3=CC=C(C=C3)C(=O)NC(CCC(=O)O)C(=O)O. Drug 2: B(C(CC(C)C)NC(=O)C(CC1=CC=CC=C1)NC(=O)C2=NC=CN=C2)(O)O. Cell line: OVCAR-4. Synergy scores: CSS=57.4, Synergy_ZIP=-0.256, Synergy_Bliss=-1.16, Synergy_Loewe=-0.763, Synergy_HSA=-1.30. (9) Drug 1: CC=C1C(=O)NC(C(=O)OC2CC(=O)NC(C(=O)NC(CSSCCC=C2)C(=O)N1)C(C)C)C(C)C. Drug 2: C1CCC(C(C1)N)N.C(=O)(C(=O)[O-])[O-].[Pt+4]. Cell line: NCI-H322M. Synergy scores: CSS=42.3, Synergy_ZIP=-0.484, Synergy_Bliss=0.189, Synergy_Loewe=-24.3, Synergy_HSA=-0.0225.